From a dataset of Forward reaction prediction with 1.9M reactions from USPTO patents (1976-2016). Predict the product of the given reaction. The product is: [OH:30][NH:29][C:3]([CH2:4][CH2:5][C:6]1[C:7](=[O:27])[N:8]([CH2:11][C:12]2[CH:17]=[CH:16][C:15]([NH:18][C:19](=[O:26])[C:20]3[CH:21]=[CH:22][CH:23]=[CH:24][CH:25]=3)=[CH:14][CH:13]=2)[CH2:9][CH:10]=1)=[O:2]. Given the reactants C[O:2][C:3](=O)[CH2:4][CH2:5][C:6]1[C:7](=[O:27])[N:8]([CH2:11][C:12]2[CH:17]=[CH:16][C:15]([NH:18][C:19](=[O:26])[C:20]3[CH:25]=[CH:24][CH:23]=[CH:22][CH:21]=3)=[CH:14][CH:13]=2)[CH2:9][CH:10]=1.[NH2:29][O:30][K].C(O)(=O)C, predict the reaction product.